From a dataset of Full USPTO retrosynthesis dataset with 1.9M reactions from patents (1976-2016). Predict the reactants needed to synthesize the given product. (1) Given the product [CH3:7][C@@:8]([S:36]([CH3:39])(=[O:37])=[O:38])([CH2:19][CH2:20][C:21]1[CH:22]=[CH:23][C:24]([C:41]2[CH:53]=[CH:52][C:44]([O:45][CH:46]3[CH2:51][CH2:50][CH2:49][CH2:48][O:47]3)=[CH:43][CH:42]=2)=[CH:25][CH:26]=1)[C:9]([NH:11][O:12][CH:13]1[CH2:18][CH2:17][CH2:16][CH2:15][O:14]1)=[O:10], predict the reactants needed to synthesize it. The reactants are: C(=O)([O-])[O-].[K+].[K+].[CH3:7][C@@:8]([S:36]([CH3:39])(=[O:38])=[O:37])([CH2:19][CH2:20][C:21]1[CH:26]=[CH:25][C:24](B2OC(C)(C)C(C)(C)O2)=[CH:23][CH:22]=1)[C:9]([NH:11][O:12][CH:13]1[CH2:18][CH2:17][CH2:16][CH2:15][O:14]1)=[O:10].Br[C:41]1[CH:53]=[CH:52][C:44]([O:45][CH:46]2[CH2:51][CH2:50][CH2:49][CH2:48][O:47]2)=[CH:43][CH:42]=1.O. (2) The reactants are: [Cl:1][C:2]1[CH:3]=[C:4]([C:8]2[N:13]=[C:12]3[CH2:14][CH2:15][CH2:16][C:11]3=[C:10]([CH:17]([OH:30])[C:18]3[CH:23]=[CH:22][C:21]([CH2:24][C:25](OCC)=[O:26])=[CH:20][CH:19]=3)[CH:9]=2)[CH:5]=[CH:6][CH:7]=1.[NH3:31]. Given the product [ClH:1].[Cl:1][C:2]1[CH:3]=[C:4]([C:8]2[N:13]=[C:12]3[CH2:14][CH2:15][CH2:16][C:11]3=[C:10]([CH:17]([OH:30])[C:18]3[CH:19]=[CH:20][C:21]([CH2:24][C:25]([NH2:31])=[O:26])=[CH:22][CH:23]=3)[CH:9]=2)[CH:5]=[CH:6][CH:7]=1, predict the reactants needed to synthesize it. (3) Given the product [C:1]([N:12]1[CH2:13][C@@H:14]([NH:17][C:18]([N:20]2[CH2:21][CH2:22][CH:23]([N:26]3[CH:30]=[C:29]([C:31]4[CH:36]=[CH:35][CH:34]=[CH:33][CH:32]=4)[NH:28][C:27]3=[O:37])[CH2:24][CH2:25]2)=[O:19])[C:15](=[O:16])[N:9]([CH2:8][CH:5]2[CH2:6][CH2:7]2)[CH2:10][C@@H:11]1[C:38]1[CH:43]=[CH:42][CH:41]=[CH:40][CH:39]=1)(=[O:3])[CH3:2], predict the reactants needed to synthesize it. The reactants are: [C:1](Cl)(=[O:3])[CH3:2].[CH:5]1([CH2:8][N:9]2[C:15](=[O:16])[C@@H:14]([NH:17][C:18]([N:20]3[CH2:25][CH2:24][CH:23]([N:26]4[CH:30]=[C:29]([C:31]5[CH:36]=[CH:35][CH:34]=[CH:33][CH:32]=5)[NH:28][C:27]4=[O:37])[CH2:22][CH2:21]3)=[O:19])[CH2:13][NH:12][C@H:11]([C:38]3[CH:43]=[CH:42][CH:41]=[CH:40][CH:39]=3)[CH2:10]2)[CH2:7][CH2:6]1.C(N(CC)CC)C. (4) Given the product [CH3:21][O:20][C:18](=[O:19])[CH2:17][CH2:16][CH2:15][CH2:14][CH2:13][CH2:12][CH2:11][CH2:10][CH2:9][CH2:8][CH2:7][CH2:6][CH2:5][CH2:4][CH3:3], predict the reactants needed to synthesize it. The reactants are: CC[CH2:3][CH2:4][CH2:5][CH2:6][CH2:7][CH2:8][CH2:9][CH2:10][CH2:11][CH2:12][CH2:13][CH2:14][CH2:15][CH2:16][CH2:17][C:18]([O:20][CH2:21][CH:21]([O:20][C:18]([CH2:17][CH2:16][CH2:15][CH2:14][CH2:13][CH2:12][CH2:11][CH2:10][CH2:9][CH2:8][CH2:7][CH2:6][CH2:5][CH2:4][CH2:3]CC)=[O:19])[CH2:21][O:20][C:18]([CH2:17][CH2:16][CH2:15][CH2:14][CH2:13][CH2:12][CH2:11][CH2:10][CH2:9][CH2:8][CH2:7][CH2:6][CH2:5][CH2:4][CH2:3]CC)=[O:19])=[O:19].CO. (5) Given the product [C:1]([O:6][CH:7]([O:9][C:10]([O:12][CH:13]1[CH2:18][C:17](=[O:19])[NH:16][C:14]1=[O:15])=[O:11])[CH3:8])(=[O:5])[C:2]1[CH:4]=[CH:27][CH:26]=[CH:25][CH:3]=1, predict the reactants needed to synthesize it. The reactants are: [C:1]([O:6][CH:7]([O:9][C:10]([O:12][CH:13]1[CH2:18][C:17](=[O:19])[NH:16][C:14]1=[O:15])=[O:11])[CH3:8])(=[O:5])[CH:2]([CH3:4])[CH3:3].C(=O)(SC)OCCO[C:25](=O)[C:26]1C=CC=C[CH:27]=1. (6) Given the product [F:19][CH:18]([F:20])[O:10][C:9]1[CH:8]=[CH:7][C:4]([CH:5]=[O:6])=[CH:3][C:2]=1[OH:1], predict the reactants needed to synthesize it. The reactants are: [OH:1][C:2]1[CH:3]=[C:4]([CH:7]=[CH:8][C:9]=1[OH:10])[CH:5]=[O:6].C(=O)([O-])[O-].[K+].[K+].Cl[CH:18]([F:20])[F:19].